From a dataset of Catalyst prediction with 721,799 reactions and 888 catalyst types from USPTO. Predict which catalyst facilitates the given reaction. (1) Reactant: [Li+].[B-](CC)(CC)CC.[NH2:9][C:10]1[CH:11]=[C:12]([C:16]2[CH2:17][C@@H:18]3[N:24]([CH:25]=2)[C:23](=[O:26])[C:22]2[CH:27]=[C:28]([O:70][CH3:71])[C:29]([O:31][CH2:32][CH2:33][CH2:34][O:35][C:36]4[C:67]([O:68][CH3:69])=[CH:66][C:39]5[C:40](=[O:65])[N:41]6[CH:56]=[C:55]([C:57]7[CH:62]=[CH:61][C:60]([O:63][CH3:64])=[CH:59][CH:58]=7)[CH2:54][C@H:42]6[C:43](=O)[N:44](COCC[Si](C)(C)C)[C:38]=5[CH:37]=4)=[CH:30][C:21]=2[N:20](COCC[Si](C)(C)C)[C:19]3=O)[CH:13]=[CH:14][CH:15]=1. Product: [NH2:9][C:10]1[CH:11]=[C:12]([C:16]2[CH2:17][C@@H:18]3[N:24]([CH:25]=2)[C:23](=[O:26])[C:22]2[CH:27]=[C:28]([O:70][CH3:71])[C:29]([O:31][CH2:32][CH2:33][CH2:34][O:35][C:36]4[C:67]([O:68][CH3:69])=[CH:66][C:39]5[C:40](=[O:65])[N:41]6[CH:56]=[C:55]([C:57]7[CH:62]=[CH:61][C:60]([O:63][CH3:64])=[CH:59][CH:58]=7)[CH2:54][C@H:42]6[CH:43]=[N:44][C:38]=5[CH:37]=4)=[CH:30][C:21]=2[N:20]=[CH:19]3)[CH:13]=[CH:14][CH:15]=1. The catalyst class is: 20. (2) The catalyst class is: 21. Reactant: C[C:2]1(C)[N:6]([C:7]([O:9][C:10]([CH3:13])([CH3:12])[CH3:11])=[O:8])[C@H:5]([CH2:14][CH2:15][C:16]2[CH:21]=[CH:20][C:19]([CH2:22][CH2:23][CH2:24][CH2:25][CH2:26][CH2:27][CH2:28][CH3:29])=[CH:18][CH:17]=2)[CH2:4][O:3]1.CC(C)=[O:33].OS(O)(=O)=O.O=[Cr](=O)=O.[Si](C=[N+]=[N-])(C)(C)C. Product: [C:10]([O:9][C:7]([NH:6][C@H:5]([CH2:14][CH2:15][C:16]1[CH:21]=[CH:20][C:19]([CH2:22][CH2:23][CH2:24][CH2:25][CH2:26][CH2:27][CH2:28][CH3:29])=[CH:18][CH:17]=1)[C:4]([O:3][CH3:2])=[O:33])=[O:8])([CH3:11])([CH3:12])[CH3:13].